Dataset: Full USPTO retrosynthesis dataset with 1.9M reactions from patents (1976-2016). Task: Predict the reactants needed to synthesize the given product. (1) Given the product [CH2:1]([O:3][C:4]([C:6]1[N:7]([CH2:18][C:19]2[C:20]3[CH:27]=[C:26]([F:28])[CH:25]=[CH:24][C:21]=3[S:22][CH:23]=2)[C:8]2[C:13]([C:14]=1[CH2:15][NH:16][S:31]([CH3:30])(=[O:33])=[O:32])=[CH:12][C:11]([F:17])=[CH:10][CH:9]=2)=[O:5])[CH3:2], predict the reactants needed to synthesize it. The reactants are: [CH2:1]([O:3][C:4]([C:6]1[N:7]([CH2:18][C:19]2[C:20]3[CH:27]=[C:26]([F:28])[CH:25]=[CH:24][C:21]=3[S:22][CH:23]=2)[C:8]2[C:13]([C:14]=1[CH2:15][NH2:16])=[CH:12][C:11]([F:17])=[CH:10][CH:9]=2)=[O:5])[CH3:2].Cl.[CH3:30][S:31](Cl)(=[O:33])=[O:32]. (2) Given the product [CH2:5]1[CH:4]2[C:8]3([C:10]([Cl:15])=[O:12])[CH2:9][CH:2]([CH2:1][CH:6]1[CH2:7]3)[CH2:3]2, predict the reactants needed to synthesize it. The reactants are: [CH2:1]1[CH:6]2[CH2:7][C:8]3([C:10]([OH:12])=O)[CH2:9][CH:2]1[CH2:3][CH:4]3[CH2:5]2.S(Cl)([Cl:15])=O. (3) Given the product [Br:23][C:24]1[CH:29]=[CH:28][C:27]([N:30]([C:38]2[S:39][CH:40]=[C:41]([CH2:43][O:22][C:20]3[C:6]4[CH:7]=[C:8]([C:10]5[N:11]=[C:12]6[N:16]([CH:17]=5)[N:15]=[C:14]([O:18][CH3:19])[S:13]6)[O:9][C:5]=4[CH:4]=[C:3]([O:2][CH3:1])[CH:21]=3)[N:42]=2)[C:31](=[O:37])[O:32][C:33]([CH3:35])([CH3:36])[CH3:34])=[C:26]([CH3:45])[CH:25]=1, predict the reactants needed to synthesize it. The reactants are: [CH3:1][O:2][C:3]1[CH:4]=[C:5]2[O:9][C:8]([C:10]3[N:11]=[C:12]4[N:16]([CH:17]=3)[N:15]=[C:14]([O:18][CH3:19])[S:13]4)=[CH:7][C:6]2=[C:20]([OH:22])[CH:21]=1.[Br:23][C:24]1[CH:29]=[CH:28][C:27]([N:30]([C:38]2[S:39][CH:40]=[C:41]([CH2:43]O)[N:42]=2)[C:31](=[O:37])[O:32][C:33]([CH3:36])([CH3:35])[CH3:34])=[C:26]([CH3:45])[CH:25]=1.C(P(CCCC)CCCC)CCC.N(C(N1CCCCC1)=O)=NC(N1CCCCC1)=O.